This data is from Catalyst prediction with 721,799 reactions and 888 catalyst types from USPTO. The task is: Predict which catalyst facilitates the given reaction. (1) Reactant: [Cl:1][C:2]1[CH:21]=[CH:20][C:5]([CH:6]([O:14][C@H:15]2[CH2:19][CH2:18][NH:17][CH2:16]2)[C:7]2[CH:12]=[CH:11][C:10]([Cl:13])=[CH:9][CH:8]=2)=[CH:4][CH:3]=1.[CH:22]1([N:28]=[C:29]=[O:30])[CH2:27][CH2:26][CH2:25][CH2:24][CH2:23]1.C(N(CC)CC)C. Product: [Cl:1][C:2]1[CH:21]=[CH:20][C:5]([CH:6]([O:14][C@H:15]2[CH2:19][CH2:18][N:17]([C:29]([NH:28][CH:22]3[CH2:27][CH2:26][CH2:25][CH2:24][CH2:23]3)=[O:30])[CH2:16]2)[C:7]2[CH:8]=[CH:9][C:10]([Cl:13])=[CH:11][CH:12]=2)=[CH:4][CH:3]=1. The catalyst class is: 4. (2) Reactant: [CH3:1][O:2][C:3]1[N:11]=[CH:10][CH:9]=[CH:8][C:4]=1[C:5]([OH:7])=O.[C:12](Cl)(=O)[C:13](Cl)=O.[CH2:18](N(CC)CC)[CH3:19].[CH2:25]1[C@@H:27]([NH2:28])[C@@H:26]1[C:29]1[CH:34]=[CH:33][CH:32]=[CH:31][CH:30]=1. Product: [CH3:1][O:2][C:3]1[N:11]=[CH:10][CH:9]=[CH:8][C:4]=1[C:5]([NH:28][CH2:27][C:26]1([C:29]2[CH:30]=[CH:31][CH:32]=[CH:33][CH:34]=2)[CH2:25][CH2:13][CH2:12][CH2:19][CH2:18]1)=[O:7]. The catalyst class is: 306. (3) Reactant: [N+:1](/[CH:4]=[CH:5]/[CH2:6][CH2:7][CH3:8])([O-:3])=[O:2].[N:9]1[CH:14]=[CH:13][CH:12]=[CH:11][C:10]=1[CH:15]=[O:16].CCOCC.[Na+].[Cl-]. Product: [N+:1]([CH2:4][C@H:5]([CH2:6][CH2:7][CH3:8])[C:15]([C:10]1[CH:11]=[CH:12][CH:13]=[CH:14][N:9]=1)=[O:16])([O-:3])=[O:2]. The catalyst class is: 2. (4) Reactant: [CH2:1]([NH:8][C@@H:9]1[CH2:15][CH2:14][C@@H:13]2[N:16]([CH2:17][C:18]3[CH:23]=[CH:22][CH:21]=[CH:20][CH:19]=3)[C@@:10]1([C:29]1[CH:34]=[CH:33][CH:32]=[CH:31][CH:30]=1)[CH2:11][C@H:12]2[C:24]1[NH:28][N:27]=[N:26][N:25]=1)[C:2]1[CH:7]=[CH:6][CH:5]=[CH:4][CH:3]=1.[CH3:35][Si](C=[N+]=[N-])(C)C.CCCCCC. Product: [CH2:1]([NH:8][C@@H:9]1[CH2:15][CH2:14][C@@H:13]2[N:16]([CH2:17][C:18]3[CH:19]=[CH:20][CH:21]=[CH:22][CH:23]=3)[C@@:10]1([C:29]1[CH:34]=[CH:33][CH:32]=[CH:31][CH:30]=1)[CH2:11][C@H:12]2[C:24]1[N:25]=[N:26][N:27]([CH3:35])[N:28]=1)[C:2]1[CH:7]=[CH:6][CH:5]=[CH:4][CH:3]=1. The catalyst class is: 224. (5) Reactant: [NH2:1][C:2]1[S:3][CH:4]=[CH:5][N:6]=1.[N:7]1[CH:12]=[CH:11][CH:10]=[CH:9][C:8]=1[C:13]#[C:14][C:15]1[O:19][C:18]([CH:20]=O)=[CH:17][CH:16]=1.[C:22]([N+:26]#[C-:27])([CH3:25])([CH3:24])[CH3:23].Cl(O)(=O)(=O)=O.C([O-])([O-])=O.[Na+].[Na+]. Product: [C:22]([NH:26][C:27]1[N:6]2[C:2]([S:3][CH:4]=[CH:5]2)=[N:1][C:20]=1[C:18]1[O:19][C:15]([C:14]#[C:13][C:8]2[CH:9]=[CH:10][CH:11]=[CH:12][N:7]=2)=[CH:16][CH:17]=1)([CH3:25])([CH3:24])[CH3:23]. The catalyst class is: 373. (6) Reactant: [H-].[Na+].[CH2:3]([O:5][C:6](=[O:25])[C:7]([CH2:15][C:16]1[CH:21]=[C:20]([F:22])[C:19]([Br:23])=[CH:18][C:17]=1F)=[C:8]([NH:11][CH:12]1[CH2:14][CH2:13]1)[S:9][CH3:10])[CH3:4].CN(C=[O:30])C. Product: [CH2:3]([O:5][C:6]([C:7]1[C:15](=[O:30])[C:16]2[C:17](=[CH:18][C:19]([Br:23])=[C:20]([F:22])[CH:21]=2)[N:11]([CH:12]2[CH2:14][CH2:13]2)[C:8]=1[S:9][CH3:10])=[O:25])[CH3:4]. The catalyst class is: 625. (7) Reactant: [CH3:1][C:2]1([CH3:19])[CH2:7][CH2:6][N:5]([C:8]2[CH:18]=[CH:17][C:11]([C:12]([O:14]CC)=[O:13])=[CH:10][CH:9]=2)[CH2:4][CH2:3]1.O[Li].O.CO. Product: [CH3:1][C:2]1([CH3:19])[CH2:7][CH2:6][N:5]([C:8]2[CH:18]=[CH:17][C:11]([C:12]([OH:14])=[O:13])=[CH:10][CH:9]=2)[CH2:4][CH2:3]1. The catalyst class is: 20. (8) Reactant: CO[C:3]([C:5]1[CH:14]=[CH:13][C:12]2[CH2:11][CH2:10][CH:9]([NH2:15])[CH2:8][C:7]=2[CH:6]=1)=[O:4].[N:16]1[CH:21]=[CH:20][CH:19]=[C:18]([S:22](Cl)(=[O:24])=[O:23])[CH:17]=1.[OH:26][NH2:27].[OH-].[K+]. Product: [OH:26][NH:27][C:3]([C:5]1[CH:14]=[CH:13][C:12]2[CH2:11][CH2:10][CH:9]([NH:15][S:22]([C:18]3[CH:17]=[N:16][CH:21]=[CH:20][CH:19]=3)(=[O:24])=[O:23])[CH2:8][C:7]=2[CH:6]=1)=[O:4]. The catalyst class is: 4.